Predict the reactants needed to synthesize the given product. From a dataset of Full USPTO retrosynthesis dataset with 1.9M reactions from patents (1976-2016). (1) Given the product [C:28]([O:32][C:33]([NH:35][C@@H:36]([C:38]1[C:39]([F:67])=[C:40]([C:44]2[CH:49]=[C:48]([CH2:36][CH2:38][CH2:39][F:67])[CH:47]=[C:46]([CH2:51][O:52][C:53]3[CH:58]=[CH:57][CH:56]=[CH:55][C:54]=3[CH2:13][C:14]([O:16][C:17]([CH3:18])([CH3:20])[CH3:19])=[O:15])[CH:45]=2)[CH:41]=[CH:42][CH:43]=1)[CH3:37])=[O:34])([CH3:29])([CH3:31])[CH3:30], predict the reactants needed to synthesize it. The reactants are: ClC1C=C(C=C(CCCF)C=1)COC1C=CC=CC=1[CH2:13][C:14]([O:16][C:17]([CH3:20])([CH3:19])[CH3:18])=[O:15].[C:28]([O:32][C:33]([NH:35][C@@H:36]([C:38]1[C:39]([F:67])=[C:40]([C:44]2[CH:49]=[C:48](O)[CH:47]=[C:46]([CH2:51][O:52][C:53]3[CH:58]=[CH:57][CH:56]=[CH:55][C:54]=3CC(OC(C)(C)C)=O)[CH:45]=2)[CH:41]=[CH:42][CH:43]=1)[CH3:37])=[O:34])([CH3:31])([CH3:30])[CH3:29].[O-]P([O-])([O-])=O.[K+].[K+].[K+]. (2) Given the product [Br:1][C:2]1[CH:7]=[CH:6][C:5]([N+:8]([O-:10])=[O:9])=[C:4]([O:21][CH:18]([CH3:20])[CH3:19])[CH:3]=1, predict the reactants needed to synthesize it. The reactants are: [Br:1][C:2]1[CH:7]=[CH:6][C:5]([N+:8]([O-:10])=[O:9])=[C:4](F)[CH:3]=1.C(=O)([O-])[O-].[Cs+].[Cs+].[CH:18]([OH:21])([CH3:20])[CH3:19]. (3) Given the product [CH:45]([O:44][C:39]([O:40][CH:41]([O:13][C:11](=[O:12])[C@H:10]([CH2:14][OH:15])[CH2:9][C@H:8]([NH:16][C:17]([C:53]1[NH:49][N:50]=[N:51][CH:52]=1)=[O:19])[CH2:7][C:4]1[CH:3]=[CH:2][C:1]([C:24]2[CH:29]=[CH:28][CH:27]=[CH:26][CH:25]=2)=[CH:6][CH:5]=1)[CH3:42])=[O:48])([CH3:47])[CH3:46], predict the reactants needed to synthesize it. The reactants are: [C:1]1([C:24]2[CH:29]=[CH:28][CH:27]=[CH:26][CH:25]=2)[CH:6]=[CH:5][C:4]([CH2:7][C@@H:8]([NH:16][C:17]([O:19]C(C)(C)C)=O)[CH2:9][C@@H:10]([CH2:14][OH:15])[C:11]([OH:13])=[O:12])=[CH:3][CH:2]=1.CCN(C(C)C)C(C)C.[C:39](=[O:48])([O:44][CH:45]([CH3:47])[CH3:46])[O:40][CH:41](Cl)[CH3:42].[NH:49]1[CH:53]=[C:52](C(O)=O)[N:51]=[N:50]1.CN(C(ON1N=NC2C=CC=NC1=2)=[N+](C)C)C.F[P-](F)(F)(F)(F)F. (4) Given the product [CH2:22]1[CH2:7][CH2:6][C:5]([OH:8])([C:12]([C:11]2[CH:10]=[CH:18][CH:17]=[CH:16][CH:15]=2)=[O:14])[CH2:26][CH2:21]1, predict the reactants needed to synthesize it. The reactants are: OCCO[C:5](=[O:8])[CH:6]=[CH2:7].C(O)(=O)[C:10]1[C:11](=[CH:15][CH:16]=[CH:17][CH:18]=1)[C:12]([OH:14])=O.[C:21]1(C)[CH:26]=CC=C[CH:22]=1. (5) The reactants are: [Br:1][C:2]1[C:3]([NH:19][C:20]2[CH:24]=[C:23]([CH3:25])[NH:22][N:21]=2)=[N:4][C:5]([NH:8][CH2:9][C:10]2[O:14][N:13]=[C:12]([C:15](OC)=[O:16])[CH:11]=2)=[N:6][CH:7]=1.[NH3:26]. Given the product [Br:1][C:2]1[C:3]([NH:19][C:20]2[CH:24]=[C:23]([CH3:25])[NH:22][N:21]=2)=[N:4][C:5]([NH:8][CH2:9][C:10]2[O:14][N:13]=[C:12]([C:15](=[O:16])[NH2:26])[CH:11]=2)=[N:6][CH:7]=1, predict the reactants needed to synthesize it. (6) The reactants are: Br[C:2]1[CH:7]=[CH:6][CH:5]=[CH:4][N:3]=1.[Br:8][C:9]1[CH:10]=[C:11](B(O)O)[CH:12]=[CH:13][CH:14]=1.C(=O)([O-])[O-].[K+].[K+].C1(C)C=CC=CC=1. Given the product [Br:8][C:9]1[CH:14]=[C:13]([C:2]2[CH:7]=[CH:6][CH:5]=[CH:4][N:3]=2)[CH:12]=[CH:11][CH:10]=1, predict the reactants needed to synthesize it. (7) The reactants are: [C:1]1(S([O-])(=O)=O)[CH:6]=[CH:5][CH:4]=[CH:3][CH:2]=1.[CH3:11][N+:12]1[C:16]([C:17](=[O:20])[NH:18][CH3:19])=[C:15]([C:21](=[O:24])[NH:22][CH3:23])[N:14]([CH2:25][CH3:26])[CH:13]=1.[OH2:27]. Given the product [C:21]([O-:24])(=[O:27])[C:1]1[CH:6]=[CH:5][CH:4]=[CH:3][CH:2]=1.[CH3:11][N+:12]1[C:16]([C:17](=[O:20])[NH:18][CH3:19])=[C:15]([C:21](=[O:24])[NH:22][CH3:23])[N:14]([CH2:25][CH3:26])[CH:13]=1, predict the reactants needed to synthesize it.